This data is from NCI-60 drug combinations with 297,098 pairs across 59 cell lines. The task is: Regression. Given two drug SMILES strings and cell line genomic features, predict the synergy score measuring deviation from expected non-interaction effect. (1) Drug 1: CC1C(C(=O)NC(C(=O)N2CCCC2C(=O)N(CC(=O)N(C(C(=O)O1)C(C)C)C)C)C(C)C)NC(=O)C3=C4C(=C(C=C3)C)OC5=C(C(=O)C(=C(C5=N4)C(=O)NC6C(OC(=O)C(N(C(=O)CN(C(=O)C7CCCN7C(=O)C(NC6=O)C(C)C)C)C)C(C)C)C)N)C. Drug 2: C1=NC(=NC(=O)N1C2C(C(C(O2)CO)O)O)N. Cell line: SK-MEL-28. Synergy scores: CSS=4.83, Synergy_ZIP=-1.69, Synergy_Bliss=0.191, Synergy_Loewe=-11.9, Synergy_HSA=-10.6. (2) Drug 1: CNC(=O)C1=CC=CC=C1SC2=CC3=C(C=C2)C(=NN3)C=CC4=CC=CC=N4. Drug 2: CN(CC1=CN=C2C(=N1)C(=NC(=N2)N)N)C3=CC=C(C=C3)C(=O)NC(CCC(=O)O)C(=O)O. Cell line: SK-MEL-28. Synergy scores: CSS=-7.34, Synergy_ZIP=1.76, Synergy_Bliss=-1.54, Synergy_Loewe=-8.24, Synergy_HSA=-6.58. (3) Drug 1: CC1=CC=C(C=C1)C2=CC(=NN2C3=CC=C(C=C3)S(=O)(=O)N)C(F)(F)F. Drug 2: C1C(C(OC1N2C=NC(=NC2=O)N)CO)O. Cell line: EKVX. Synergy scores: CSS=2.40, Synergy_ZIP=-0.682, Synergy_Bliss=0.562, Synergy_Loewe=-1.47, Synergy_HSA=-0.730. (4) Cell line: EKVX. Synergy scores: CSS=-1.10, Synergy_ZIP=2.25, Synergy_Bliss=3.46, Synergy_Loewe=-3.56, Synergy_HSA=-3.52. Drug 1: C1=CC=C(C=C1)NC(=O)CCCCCCC(=O)NO. Drug 2: C1CN(CCN1C(=O)CCBr)C(=O)CCBr. (5) Drug 1: C1=NC2=C(N=C(N=C2N1C3C(C(C(O3)CO)O)O)F)N. Drug 2: CC1=C(C=C(C=C1)C(=O)NC2=CC(=CC(=C2)C(F)(F)F)N3C=C(N=C3)C)NC4=NC=CC(=N4)C5=CN=CC=C5. Cell line: EKVX. Synergy scores: CSS=1.92, Synergy_ZIP=-1.07, Synergy_Bliss=-0.669, Synergy_Loewe=-3.57, Synergy_HSA=-3.55. (6) Drug 1: CC12CCC3C(C1CCC2=O)CC(=C)C4=CC(=O)C=CC34C. Drug 2: CC(CN1CC(=O)NC(=O)C1)N2CC(=O)NC(=O)C2. Cell line: A549. Synergy scores: CSS=42.9, Synergy_ZIP=-2.12, Synergy_Bliss=-2.17, Synergy_Loewe=0.466, Synergy_HSA=2.14. (7) Drug 1: C(=O)(N)NO. Drug 2: B(C(CC(C)C)NC(=O)C(CC1=CC=CC=C1)NC(=O)C2=NC=CN=C2)(O)O. Cell line: SN12C. Synergy scores: CSS=21.1, Synergy_ZIP=1.15, Synergy_Bliss=-1.49, Synergy_Loewe=-63.1, Synergy_HSA=-1.76.